Dataset: Full USPTO retrosynthesis dataset with 1.9M reactions from patents (1976-2016). Task: Predict the reactants needed to synthesize the given product. (1) Given the product [CH3:11][N:2]1[C:23]2[CH:22]=[CH:21][CH:20]=[CH:19][C:18]=2[CH:32]2[CH2:4][N:3]1[C:33](=[O:34])[N:31]2[O:28][CH2:27][CH:29]=[CH2:13], predict the reactants needed to synthesize it. The reactants are: Cl.[N:2]1[C:11]2C(=CC=CC=2)C(O)=[CH:4][N:3]=1.[CH3:13]I.[H-].[Na+].C[CH2:18][CH2:19][CH2:20][CH2:21][CH2:22][CH3:23].CCO[C:27]([CH3:29])=[O:28].C[N:31]([CH:33]=[O:34])[CH3:32]. (2) Given the product [F:1][C:2]1[CH:7]=[CH:6][C:5]([C:8]2[C:17]([N:18]3[CH2:19][CH2:20][N:21]([S:24]([CH3:27])(=[O:25])=[O:26])[CH2:22][CH2:23]3)=[N:16][C:15]3[C:10](=[CH:11][CH:12]=[C:13]([C:28]([OH:30])=[O:29])[CH:14]=3)[N:9]=2)=[CH:4][CH:3]=1, predict the reactants needed to synthesize it. The reactants are: [F:1][C:2]1[CH:7]=[CH:6][C:5]([C:8]2[C:17]([N:18]3[CH2:23][CH2:22][N:21]([S:24]([CH3:27])(=[O:26])=[O:25])[CH2:20][CH2:19]3)=[N:16][C:15]3[C:10](=[CH:11][CH:12]=[C:13]([C:28]([O:30]C)=[O:29])[CH:14]=3)[N:9]=2)=[CH:4][CH:3]=1.[OH-].[Na+].O. (3) Given the product [CH3:18][N:2]([CH3:1])[CH:3]1[CH2:7][N:6]([C:8](=[O:17])[CH2:9][C:10]2[CH:15]=[CH:14][C:13]([F:16])=[CH:12][CH:11]=2)[N:5]([C:29]([C:27]2[CH:26]=[CH:25][N:24]=[C:23]([S:20][CH3:19])[N:28]=2)=[O:30])[CH2:4]1, predict the reactants needed to synthesize it. The reactants are: [CH3:1][N:2]([CH3:18])[CH:3]1[CH2:7][N:6]([C:8](=[O:17])[CH2:9][C:10]2[CH:15]=[CH:14][C:13]([F:16])=[CH:12][CH:11]=2)[NH:5][CH2:4]1.[CH3:19][S:20]([C:23]1[N:28]=[C:27]([C:29](Cl)=[O:30])[CH:26]=[CH:25][N:24]=1)(=O)=O.[OH-].[Na+]. (4) Given the product [Cl:1][C:2]1[CH:3]=[C:4]([CH:5]=[CH:6][CH:7]=1)[O:8][C:10]1[N:11]=[C:12]([OH:20])[C:13]2[CH:19]=[CH:18][N:17]=[CH:16][C:14]=2[N:15]=1, predict the reactants needed to synthesize it. The reactants are: [Cl:1][C:2]1[CH:3]=[C:4]([OH:8])[CH:5]=[CH:6][CH:7]=1.Cl[C:10]1[N:11]=[C:12]([OH:20])[C:13]2[CH:19]=[CH:18][N:17]=[CH:16][C:14]=2[N:15]=1. (5) Given the product [F:1][C:2]1[CH:7]=[CH:6][C:5]([F:8])=[CH:4][C:3]=1[C@H:9]1[CH2:13][C@H:12]([F:14])[CH2:11][N:10]1[C:15]1[CH:20]=[CH:19][N:18]2[N:21]=[CH:22][C:23]([C:24]([OH:26])=[O:25])=[C:17]2[N:16]=1, predict the reactants needed to synthesize it. The reactants are: [F:1][C:2]1[CH:7]=[CH:6][C:5]([F:8])=[CH:4][C:3]=1[C@H:9]1[CH2:13][C@H:12]([F:14])[CH2:11][N:10]1[C:15]1[CH:20]=[CH:19][N:18]2[N:21]=[CH:22][C:23]([C:24]([O:26]CC)=[O:25])=[C:17]2[N:16]=1.[Li+].[OH-]. (6) Given the product [CH3:21][C:13]1[CH:12]=[C:18]([Cl:20])[CH:17]=[CH:16][C:8]=1[O:7][CH2:6][C:1]([OH:2])=[O:4], predict the reactants needed to synthesize it. The reactants are: [C:1](=[O:4])(O)[O-:2].[Na+].[CH3:6][O:7][C:8]1[CH:13]=[CH:12]C(N)=CC=1.Cl[CH2:16][CH2:17][C:18]([Cl:20])=O.[C:21]1(C)C=CC=CC=1. (7) Given the product [CH:1]1([CH2:7][CH2:8][C:9]2[C:10]3[CH2:31][N:30]([C:32](=[O:34])[CH3:33])[CH2:29][CH2:28][C:11]=3[N:12]=[C:13]([NH:15][C:16]3[CH:21]=[CH:20][C:19]([N:22]4[CH:26]=[CH:25][N:24]=[C:23]4[CH3:27])=[CH:18][CH:17]=3)[N:14]=2)[CH2:6][CH2:5][CH2:4][CH2:3][CH2:2]1, predict the reactants needed to synthesize it. The reactants are: [CH:1]1([CH2:7][CH2:8][C:9]2[C:10]3[CH2:31][NH:30][CH2:29][CH2:28][C:11]=3[N:12]=[C:13]([NH:15][C:16]3[CH:21]=[CH:20][C:19]([N:22]4[CH:26]=[CH:25][N:24]=[C:23]4[CH3:27])=[CH:18][CH:17]=3)[N:14]=2)[CH2:6][CH2:5][CH2:4][CH2:3][CH2:2]1.[C:32](OC(=O)C)(=[O:34])[CH3:33]. (8) Given the product [CH2:9]([N:16]1[CH2:20][CH2:19][C@@H:18]([N:21]2[CH2:4][CH2:6][O:7][CH2:1][CH2:2]2)[CH2:17]1)[C:10]1[CH:11]=[CH:12][CH:13]=[CH:14][CH:15]=1, predict the reactants needed to synthesize it. The reactants are: [CH2:1]1[O:7][CH2:6][C@@H:4](O)[C@H:2]1O.[Na].[CH2:9]([N:16]1[CH2:20][CH2:19][C@@H:18]([NH2:21])[CH2:17]1)[C:10]1[CH:15]=[CH:14][CH:13]=[CH:12][CH:11]=1.C([BH3-])#N.[Na+]. (9) Given the product [F:1][C:2]1[CH:3]=[CH:4][C:5]([O:30][CH3:31])=[C:6]([C:8]2[C:9]3[CH:16]=[C:15]([C:17]4[CH2:22][CH2:21][NH:20][CH2:19][CH:18]=4)[NH:14][C:10]=3[N:11]=[CH:12][N:13]=2)[CH:7]=1, predict the reactants needed to synthesize it. The reactants are: [F:1][C:2]1[CH:3]=[CH:4][C:5]([O:30][CH3:31])=[C:6]([C:8]2[C:9]3[CH:16]=[C:15]([C:17]4[CH2:22][CH2:21][N:20](C(OC(C)(C)C)=O)[CH2:19][CH:18]=4)[NH:14][C:10]=3[N:11]=[CH:12][N:13]=2)[CH:7]=1.FC(F)(F)C(O)=O.